This data is from NCI-60 drug combinations with 297,098 pairs across 59 cell lines. The task is: Regression. Given two drug SMILES strings and cell line genomic features, predict the synergy score measuring deviation from expected non-interaction effect. (1) Drug 1: CC1CCC2CC(C(=CC=CC=CC(CC(C(=O)C(C(C(=CC(C(=O)CC(OC(=O)C3CCCCN3C(=O)C(=O)C1(O2)O)C(C)CC4CCC(C(C4)OC)OCCO)C)C)O)OC)C)C)C)OC. Drug 2: CC(C)NC(=O)C1=CC=C(C=C1)CNNC.Cl. Cell line: ACHN. Synergy scores: CSS=2.56, Synergy_ZIP=-2.54, Synergy_Bliss=1.78, Synergy_Loewe=-16.2, Synergy_HSA=-0.858. (2) Drug 1: C1=C(C(=O)NC(=O)N1)F. Drug 2: C1C(C(OC1N2C=NC3=C(N=C(N=C32)Cl)N)CO)O. Cell line: SNB-19. Synergy scores: CSS=28.6, Synergy_ZIP=-4.81, Synergy_Bliss=-2.07, Synergy_Loewe=-0.880, Synergy_HSA=0.218. (3) Drug 1: CC1=CC2C(CCC3(C2CCC3(C(=O)C)OC(=O)C)C)C4(C1=CC(=O)CC4)C. Drug 2: CC12CCC3C(C1CCC2OP(=O)(O)O)CCC4=C3C=CC(=C4)OC(=O)N(CCCl)CCCl.[Na+]. Cell line: OVCAR-5. Synergy scores: CSS=-4.32, Synergy_ZIP=-4.25, Synergy_Bliss=-9.88, Synergy_Loewe=-16.1, Synergy_HSA=-13.1. (4) Cell line: OVCAR-4. Drug 1: CC1=CC2C(CCC3(C2CCC3(C(=O)C)OC(=O)C)C)C4(C1=CC(=O)CC4)C. Drug 2: N.N.Cl[Pt+2]Cl. Synergy scores: CSS=1.50, Synergy_ZIP=-0.212, Synergy_Bliss=1.14, Synergy_Loewe=1.46, Synergy_HSA=1.25. (5) Drug 2: C#CCC(CC1=CN=C2C(=N1)C(=NC(=N2)N)N)C3=CC=C(C=C3)C(=O)NC(CCC(=O)O)C(=O)O. Drug 1: CNC(=O)C1=CC=CC=C1SC2=CC3=C(C=C2)C(=NN3)C=CC4=CC=CC=N4. Cell line: M14. Synergy scores: CSS=-2.34, Synergy_ZIP=-0.101, Synergy_Bliss=-3.56, Synergy_Loewe=-13.4, Synergy_HSA=-7.44. (6) Drug 1: C1CC(=O)NC(=O)C1N2CC3=C(C2=O)C=CC=C3N. Drug 2: C1CC(C1)(C(=O)O)C(=O)O.[NH2-].[NH2-].[Pt+2]. Cell line: M14. Synergy scores: CSS=20.8, Synergy_ZIP=2.74, Synergy_Bliss=3.38, Synergy_Loewe=3.43, Synergy_HSA=3.01. (7) Drug 1: CCC(=C(C1=CC=CC=C1)C2=CC=C(C=C2)OCCN(C)C)C3=CC=CC=C3.C(C(=O)O)C(CC(=O)O)(C(=O)O)O. Drug 2: COCCOC1=C(C=C2C(=C1)C(=NC=N2)NC3=CC=CC(=C3)C#C)OCCOC.Cl. Cell line: KM12. Synergy scores: CSS=26.2, Synergy_ZIP=-5.64, Synergy_Bliss=2.06, Synergy_Loewe=0.786, Synergy_HSA=0.826. (8) Drug 1: CC1=C(C=C(C=C1)C(=O)NC2=CC(=CC(=C2)C(F)(F)F)N3C=C(N=C3)C)NC4=NC=CC(=N4)C5=CN=CC=C5. Drug 2: CN(CCCl)CCCl.Cl. Cell line: RXF 393. Synergy scores: CSS=6.07, Synergy_ZIP=-6.56, Synergy_Bliss=-6.64, Synergy_Loewe=-4.28, Synergy_HSA=-3.67. (9) Drug 1: C1=CC(=CC=C1C#N)C(C2=CC=C(C=C2)C#N)N3C=NC=N3. Drug 2: C1C(C(OC1N2C=NC3=C(N=C(N=C32)Cl)N)CO)O. Cell line: MDA-MB-435. Synergy scores: CSS=17.9, Synergy_ZIP=-6.60, Synergy_Bliss=-1.60, Synergy_Loewe=-9.49, Synergy_HSA=-0.257.